Dataset: Forward reaction prediction with 1.9M reactions from USPTO patents (1976-2016). Task: Predict the product of the given reaction. (1) Given the reactants [F:1][C:2]1[C:3]([NH2:10])=[N:4][C:5](SC)=[N:6][CH:7]=1.O[O:12][S:13]([O-:15])=O.[K+].S(=O)(O)[O-].[Na+].[CH3:22]O, predict the reaction product. The product is: [F:1][C:2]1[C:3]([NH2:10])=[N:4][C:5]([S:13]([CH3:22])(=[O:15])=[O:12])=[N:6][CH:7]=1. (2) Given the reactants C(Cl)(=O)C(Cl)=O.CS(C)=O.[CH2:11]([O:18][C:19]1[CH:28]=[C:27]2[C:22]([CH:23]=[C:24]([CH:29]([OH:31])[CH3:30])[CH:25]=[N:26]2)=[CH:21][CH:20]=1)[CH2:12][CH2:13][CH2:14][CH2:15][CH2:16][CH3:17].CCN(CC)CC, predict the reaction product. The product is: [CH2:11]([O:18][C:19]1[CH:28]=[C:27]2[C:22]([CH:23]=[C:24]([C:29](=[O:31])[CH3:30])[CH:25]=[N:26]2)=[CH:21][CH:20]=1)[CH2:12][CH2:13][CH2:14][CH2:15][CH2:16][CH3:17]. (3) Given the reactants [Cl:1][C:2]1[CH:3]=[C:4]([N:10]2[C@@H:22]([CH:23]3[CH2:27][CH2:26][CH2:25][CH2:24]3)[C@@H:21]3[C:12]([C:13]4[CH:14]=[CH:15][C:16]([C:28]([O:30]CC)=[O:29])=[N:17][C:18]=4[CH2:19][CH2:20]3)=[N:11]2)[CH:5]=[CH:6][C:7]=1[C:8]#[N:9].O1CCCC1.CO.[OH-].[Na+], predict the reaction product. The product is: [Cl:1][C:2]1[CH:3]=[C:4]([N:10]2[C@@H:22]([CH:23]3[CH2:27][CH2:26][CH2:25][CH2:24]3)[C@@H:21]3[C:12]([C:13]4[CH:14]=[CH:15][C:16]([C:28]([OH:30])=[O:29])=[N:17][C:18]=4[CH2:19][CH2:20]3)=[N:11]2)[CH:5]=[CH:6][C:7]=1[C:8]#[N:9]. (4) Given the reactants Cl[C:2]1[N:7]=[C:6]([NH:8][CH2:9][CH:10]([OH:22])[CH2:11][N:12]2[CH2:21][CH2:20][C:19]3[C:14](=[CH:15][CH:16]=[CH:17][CH:18]=3)[CH2:13]2)[CH:5]=[N:4][CH:3]=1.[CH3:23][N:24]1[C:28]2[CH:29]=[C:30](B3OC(C)(C)C(C)(C)O3)[CH:31]=[CH:32][C:27]=2[N:26]=[CH:25]1.C([O-])([O-])=O.[Cs+].[Cs+], predict the reaction product. The product is: [CH2:13]1[C:14]2[C:19](=[CH:18][CH:17]=[CH:16][CH:15]=2)[CH2:20][CH2:21][N:12]1[CH2:11][CH:10]([OH:22])[CH2:9][NH:8][C:6]1[CH:5]=[N:4][CH:3]=[C:2]([C:30]2[CH:31]=[CH:32][C:27]3[N:26]=[CH:25][N:24]([CH3:23])[C:28]=3[CH:29]=2)[N:7]=1. (5) Given the reactants C([N-]C(C)C)(C)C.[Li+].[C:9](#[N:13])[CH:10]([CH3:12])[CH3:11].Br[CH2:15][C:16]1[CH:21]=[CH:20][C:19]([Cl:22])=[CH:18][CH:17]=1.Cl, predict the reaction product. The product is: [Cl:22][C:19]1[CH:20]=[CH:21][C:16]([CH2:15][C:10]([CH3:12])([CH3:11])[C:9]#[N:13])=[CH:17][CH:18]=1. (6) Given the reactants [Br:1][C:2]1[N:7]=[C:6]([CH:8]=O)[CH:5]=[CH:4][CH:3]=1.[NH2:10][C@H:11]([CH2:16][OH:17])[CH2:12][CH:13]([CH3:15])[CH3:14], predict the reaction product. The product is: [Br:1][C:2]1[N:7]=[C:6]([CH2:8][NH:10][CH:11]([CH2:12][CH:13]([CH3:15])[CH3:14])[CH2:16][OH:17])[CH:5]=[CH:4][CH:3]=1.